Dataset: Forward reaction prediction with 1.9M reactions from USPTO patents (1976-2016). Task: Predict the product of the given reaction. (1) Given the reactants N#N.[N:3]12[CH2:11][CH2:10][CH:7]([CH2:8][CH2:9]1)[NH:6][CH2:5][CH2:4]2.[Br:12][C:13]1[CH:18]=[CH:17][C:16]([N:19]=[C:20]=[O:21])=[CH:15][CH:14]=1.Cl, predict the reaction product. The product is: [Br:12][C:13]1[CH:18]=[CH:17][C:16]([NH:19][C:20]([N:6]2[CH:7]3[CH2:10][CH2:11][N:3]([CH2:9][CH2:8]3)[CH2:4][CH2:5]2)=[O:21])=[CH:15][CH:14]=1. (2) Given the reactants [CH3:1][O:2][C:3]([C:5]1[O:6][C:7]([NH2:10])=[CH:8][CH:9]=1)=[O:4].[F:11][C:12]([F:20])([F:19])[C:13](=O)[C:14](=O)[CH2:15][CH3:16], predict the reaction product. The product is: [CH3:16][C:15]1[N:10]=[C:7]2[O:6][C:5]([C:3]([O:2][CH3:1])=[O:4])=[CH:9][C:8]2=[C:13]([C:12]([F:20])([F:19])[F:11])[CH:14]=1. (3) Given the reactants Cl.[Cl:2][CH2:3][CH2:4][N:5]([CH2:13][CH2:14][Cl:15])[CH2:6][C:7]1[CH:12]=[CH:11][CH:10]=[CH:9][CH:8]=1.[Na], predict the reaction product. The product is: [Cl:2][CH2:3][CH2:4][N:5]([CH2:13][CH2:14][Cl:15])[CH2:6][C:7]1[CH:12]=[CH:11][CH:10]=[CH:9][CH:8]=1. (4) The product is: [Cl:2][C:3]1[CH:4]=[C:5]([NH:17][C:18]2[C:27]3[C:22](=[CH:23][CH:24]=[CH:25][C:26]=3[O:28][CH2:29][C:30]([NH:70][CH2:69][CH2:68][O:67][CH3:66])=[O:32])[N:21]=[CH:20][N:19]=2)[CH:6]=[CH:7][C:8]=1[O:9][CH2:10][C:11]1[CH:16]=[CH:15][CH:14]=[CH:13][N:12]=1. Given the reactants [Na+].[Cl:2][C:3]1[CH:4]=[C:5]([NH:17][C:18]2[C:27]3[C:22](=[CH:23][CH:24]=[CH:25][C:26]=3[O:28][CH2:29][C:30]([O-:32])=O)[N:21]=[CH:20][N:19]=2)[CH:6]=[CH:7][C:8]=1[O:9][CH2:10][C:11]1[CH:16]=[CH:15][CH:14]=[CH:13][N:12]=1.CN(C(ON1N=NC2C=CC=NC1=2)=[N+](C)C)C.F[P-](F)(F)(F)(F)F.CCN(C(C)C)C(C)C.[CH3:66][O:67][CH2:68][CH2:69][NH2:70], predict the reaction product. (5) The product is: [Br:6][C:14]1[CH:13]=[C:12]([N+:16]([O-:18])=[O:17])[C:11]([NH2:19])=[C:10]([O:9][CH3:8])[CH:15]=1. Given the reactants CC([O-])=O.[Na+].[Br:6]Br.[CH3:8][O:9][C:10]1[CH:15]=[CH:14][CH:13]=[C:12]([N+:16]([O-:18])=[O:17])[C:11]=1[NH2:19], predict the reaction product. (6) Given the reactants [C:1]([O:5][C:6]([NH:8][C@H:9]([C:19]1[C:24](B(O)O)=[CH:23][CH:22]=[C:21]([C:28]#[C:29][C:30]([OH:33])([CH3:32])[CH3:31])[N:20]=1)[CH2:10][C:11]1[CH:16]=[C:15]([F:17])[CH:14]=[C:13]([F:18])[CH:12]=1)=[O:7])([CH3:4])([CH3:3])[CH3:2].Br[C:35]1[C:36]2[N:37]([C:41]([NH:44][CH2:45][C:46]([F:49])([F:48])[F:47])=[N:42][N:43]=2)[CH:38]=[CH:39][CH:40]=1.C([O-])([O-])=O.[K+].[K+].[Li+].[Cl-], predict the reaction product. The product is: [F:18][C:13]1[CH:12]=[C:11]([CH2:10][C@H:9]([NH:8][C:6](=[O:7])[O:5][C:1]([CH3:4])([CH3:3])[CH3:2])[C:19]2[C:24]([C:35]3[C:36]4[N:37]([C:41]([NH:44][CH2:45][C:46]([F:47])([F:48])[F:49])=[N:42][N:43]=4)[CH:38]=[CH:39][CH:40]=3)=[CH:23][CH:22]=[C:21]([C:28]#[C:29][C:30]([OH:33])([CH3:32])[CH3:31])[N:20]=2)[CH:16]=[C:15]([F:17])[CH:14]=1. (7) Given the reactants [BH-](OC(C)=O)(OC(C)=O)[O:2][C:3]([CH3:5])=O.[Na+].[NH2:15][C@@H:16]([CH3:50])[C:17]([NH:19][C@H:20]1[CH2:26][O:25][C:24]2[CH:27]=[CH:28][CH:29]=[CH:30][C:23]=2[N:22]([CH2:31][C:32]2[C:40]3[C:35](=[CH:36][CH:37]=[CH:38][CH:39]=3)[N:34]([C:41]3[CH:46]=[CH:45][CH:44]=[CH:43][C:42]=3[C:47]#[N:48])[N:33]=2)[C:21]1=[O:49])=[O:18].C1OC(O)COC1O, predict the reaction product. The product is: [C:47]([C:42]1[CH:43]=[CH:44][CH:45]=[CH:46][C:41]=1[N:34]1[C:35]2[C:40](=[CH:39][CH:38]=[CH:37][CH:36]=2)[C:32]([CH2:31][N:22]2[C:21](=[O:49])[C@@H:20]([NH:19][C:17](=[O:18])[C@@H:16]([NH:15][CH2:5][CH2:3][OH:2])[CH3:50])[CH2:26][O:25][C:24]3[CH:27]=[CH:28][CH:29]=[CH:30][C:23]2=3)=[N:33]1)#[N:48]. (8) The product is: [CH3:28][O:29][C:30]1[CH:36]=[CH:35][C:33]([NH:34][CH2:26][CH2:25][C:19]2[CH:20]=[CH:21][CH:22]=[CH:23][CH:24]=2)=[CH:32][CH:31]=1. Given the reactants CC1NC(C)=C(C(OCC)=O)CC=1C(OCC)=O.[C:19]1([CH2:25][CH:26]=O)[CH:24]=[CH:23][CH:22]=[CH:21][CH:20]=1.[CH3:28][O:29][C:30]1[CH:36]=[CH:35][C:33]([NH2:34])=[CH:32][CH:31]=1, predict the reaction product. (9) Given the reactants [NH2:1][NH:2][C:3]([C:5]1[CH:10]=[CH:9][CH:8]=[CH:7][N:6]=1)=[NH:4].[N+:11]([C:14]1[CH:15]=[C:16]([CH:19]=[CH:20][CH:21]=1)[CH:17]=O)([O-:13])=[O:12], predict the reaction product. The product is: [N+:11]([C:14]1[CH:15]=[C:16]([C:17]2[NH:1][N:2]=[C:3]([C:5]3[CH:10]=[CH:9][CH:8]=[CH:7][N:6]=3)[N:4]=2)[CH:19]=[CH:20][CH:21]=1)([O-:13])=[O:12]. (10) Given the reactants [OH:1][C:2]1[CH:15]=[C:14]([CH:16]=[CH2:17])[C:5]2[C:6]([CH2:9][C:10]([O:12][CH3:13])=[O:11])=[CH:7][S:8][C:4]=2[CH:3]=1.C1COCC1.[CH3:23][C:24]([CH3:35])([CH3:34])[C:25](O[C:25](=[O:26])[C:24]([CH3:35])([CH3:34])[CH3:23])=[O:26], predict the reaction product. The product is: [C:25]([O:1][C:2]1[CH:15]=[C:14]([CH:16]=[CH2:17])[C:5]2[C:6]([CH2:9][C:10]([O:12][CH3:13])=[O:11])=[CH:7][S:8][C:4]=2[CH:3]=1)(=[O:26])[C:24]([CH3:35])([CH3:34])[CH3:23].